From a dataset of Full USPTO retrosynthesis dataset with 1.9M reactions from patents (1976-2016). Predict the reactants needed to synthesize the given product. (1) Given the product [CH2:17]([NH:16][C:14](=[O:15])[C:13]1[CH:19]=[CH:20][C:10]([C:9](=[C:3]2[CH2:4][CH:5]3[N:8]([C:34](=[O:35])[CH2:33][C:27]4[CH:32]=[CH:31][CH:30]=[CH:29][CH:28]=4)[CH:1]([CH2:7][CH2:6]3)[CH2:2]2)[C:21]2[CH:22]=[N:23][CH:24]=[CH:25][CH:26]=2)=[CH:11][CH:12]=1)[CH3:18], predict the reactants needed to synthesize it. The reactants are: [CH:1]12[NH:8][CH:5]([CH2:6][CH2:7]1)[CH2:4][C:3](=[C:9]([C:21]1[CH:22]=[N:23][CH:24]=[CH:25][CH:26]=1)[C:10]1[CH:20]=[CH:19][C:13]([C:14]([NH:16][CH2:17][CH3:18])=[O:15])=[CH:12][CH:11]=1)[CH2:2]2.[C:27]1([CH2:33][C:34](Cl)=[O:35])[CH:32]=[CH:31][CH:30]=[CH:29][CH:28]=1.C([O-])([O-])=O.[K+].[K+].O. (2) Given the product [F:1][C:2]1[CH:7]=[CH:6][C:5]([S:8]([N:11]2[C:15]([C:16]3[CH:21]=[CH:20][CH:19]=[CH:18][CH:17]=3)=[CH:14][C:13]([CH2:22][NH:32][CH3:31])=[CH:12]2)(=[O:10])=[O:9])=[CH:4][CH:3]=1, predict the reactants needed to synthesize it. The reactants are: [F:1][C:2]1[CH:7]=[CH:6][C:5]([S:8]([N:11]2[C:15]([C:16]3[CH:21]=[CH:20][CH:19]=[CH:18][CH:17]=3)=[CH:14][C:13]([CH:22]=O)=[CH:12]2)(=[O:10])=[O:9])=[CH:4][CH:3]=1.C([CH2:31][NH2:32])C1C=CC=CC=1.C(O[BH-](OC(=O)C)OC(=O)C)(=O)C.[Na+].C(=O)([O-])O.[Na+]. (3) Given the product [Cl:12][C:7]1[C:8](=[O:9])[N:3]([CH3:2])[CH:4]=[C:5]([Cl:1])[N:6]=1, predict the reactants needed to synthesize it. The reactants are: [ClH:1].[CH3:2][NH:3][CH2:4][C:5]#[N:6].[C:7]([Cl:12])(=O)[C:8](Cl)=[O:9]. (4) Given the product [Cl:1][C:2]1[O:6][N:5]=[C:4]([C:7]([Cl:12])=[O:9])[CH:3]=1, predict the reactants needed to synthesize it. The reactants are: [Cl:1][C:2]1[O:6][N:5]=[C:4]([C:7]([OH:9])=O)[CH:3]=1.S(Cl)([Cl:12])=O. (5) Given the product [NH2:3][C:4]1[N:5]=[CH:6][C:7]2[CH:12]([C:13]([OH:15])=[O:14])[CH2:11][CH2:10][C:8]=2[N:9]=1, predict the reactants needed to synthesize it. The reactants are: [OH-].[Na+].[NH2:3][C:4]1[N:5]=[CH:6][C:7]2[CH:12]([C:13]([O:15]C)=[O:14])[CH2:11][CH2:10][C:8]=2[N:9]=1.Cl. (6) Given the product [F:1][C:2]1[CH:17]=[C:16]([CH2:18][NH:28][CH2:27][CH2:26][C:22]2[CH:21]=[N:20][CH:25]=[CH:24][CH:23]=2)[CH:15]=[CH:14][C:3]=1[O:4][C:5]1[CH:6]=[CH:7][C:8]([C:11]([NH2:13])=[O:12])=[N:9][CH:10]=1, predict the reactants needed to synthesize it. The reactants are: [F:1][C:2]1[CH:17]=[C:16]([CH:18]=O)[CH:15]=[CH:14][C:3]=1[O:4][C:5]1[CH:6]=[CH:7][C:8]([C:11]([NH2:13])=[O:12])=[N:9][CH:10]=1.[N:20]1[CH:25]=[CH:24][CH:23]=[C:22]([CH2:26][CH2:27][NH2:28])[CH:21]=1. (7) Given the product [CH3:25][S:26]([C:29]1[CH:34]=[CH:33][C:32]([C:2]2[CH:3]=[CH:4][C:5]([O:8][CH2:9][CH:10]3[CH2:15][CH2:14][N:13]([CH2:16][C:17]4([C:21]([F:24])([F:23])[F:22])[CH2:20][CH2:19][CH2:18]4)[CH2:12][CH2:11]3)=[N:6][CH:7]=2)=[CH:31][CH:30]=1)(=[O:28])=[O:27], predict the reactants needed to synthesize it. The reactants are: Br[C:2]1[CH:3]=[CH:4][C:5]([O:8][CH2:9][CH:10]2[CH2:15][CH2:14][N:13]([CH2:16][C:17]3([C:21]([F:24])([F:23])[F:22])[CH2:20][CH2:19][CH2:18]3)[CH2:12][CH2:11]2)=[N:6][CH:7]=1.[CH3:25][S:26]([C:29]1[CH:34]=[CH:33][C:32](B(O)O)=[CH:31][CH:30]=1)(=[O:28])=[O:27].C([O-])([O-])=O.[Cs+].[Cs+].O1CCOCC1. (8) The reactants are: [CH3:1][O:2][C:3]1[CH:8]=[C:7]([NH2:9])[CH:6]=[CH:5][C:4]=1[N:10]1[CH2:15][CH2:14][O:13][CH2:12][CH2:11]1.[Br:16][C:17]1[N:18]=[C:19](Br)[C:20]2[N:21]([CH:23]=[CH:24][N:25]=2)[CH:22]=1.C(N(CC)C(C)C)(C)C. Given the product [Br:16][C:17]1[N:18]=[C:19]([NH:9][C:7]2[CH:6]=[CH:5][C:4]([N:10]3[CH2:15][CH2:14][O:13][CH2:12][CH2:11]3)=[C:3]([O:2][CH3:1])[CH:8]=2)[C:20]2[N:21]([CH:23]=[CH:24][N:25]=2)[CH:22]=1, predict the reactants needed to synthesize it. (9) The reactants are: [N:1]1[C:8]([Cl:9])=[N:7][C:5]([Cl:6])=[N:4][C:2]=1Cl.[Cl:10][C:11]1[CH:12]=[C:13]([NH2:18])[CH:14]=[CH:15][C:16]=1[F:17].CCN(CC)CC. Given the product [Cl:10][C:11]1[CH:12]=[C:13]([NH:18][C:2]2[N:1]=[C:8]([Cl:9])[N:7]=[C:5]([Cl:6])[N:4]=2)[CH:14]=[CH:15][C:16]=1[F:17], predict the reactants needed to synthesize it.